Task: Predict the reactants needed to synthesize the given product.. Dataset: Full USPTO retrosynthesis dataset with 1.9M reactions from patents (1976-2016) (1) Given the product [NH2:8][C@@H:9]1[CH2:14][N:13]([CH3:15])[C:12](=[O:16])[CH2:11][CH2:10]1, predict the reactants needed to synthesize it. The reactants are: C([N:8](CC1C=CC=CC=1)[C@@H:9]1[CH2:14][N:13]([CH3:15])[C:12](=[O:16])[CH2:11][CH2:10]1)C1C=CC=CC=1. (2) Given the product [O:20]=[C:19]([N:21]1[CH2:22][CH2:23][N:24]([C:27](=[O:38])[C:28]2[CH:33]=[CH:32][CH:31]=[CH:30][C:29]=2[C:34]([F:37])([F:35])[F:36])[CH2:25][CH2:26]1)[CH2:18][NH:17][C:73]([C:70]1[CH:69]=[C:68]([C:65]2[CH:66]=[CH:67][C:62]([OH:61])=[CH:63][CH:64]=2)[O:72][N:71]=1)=[O:74], predict the reactants needed to synthesize it. The reactants are: CCN(C(C)C)C(C)C.OC(C(F)(F)F)=O.[NH2:17][CH2:18][C:19]([N:21]1[CH2:26][CH2:25][N:24]([C:27](=[O:38])[C:28]2[CH:33]=[CH:32][CH:31]=[CH:30][C:29]=2[C:34]([F:37])([F:36])[F:35])[CH2:23][CH2:22]1)=[O:20].C1C=CC2N(O)N=NC=2C=1.CCN=C=NCCCN(C)C.Cl.[OH:61][C:62]1[CH:67]=[CH:66][C:65]([C:68]2[O:72][N:71]=[C:70]([C:73](O)=[O:74])[CH:69]=2)=[CH:64][CH:63]=1. (3) Given the product [Br:1][C:23]1[S:22][C:21]([CH3:35])=[C:20]([CH:14]([O:13][C:9]([CH3:12])([CH3:10])[CH3:11])[C:15]([O:17][CH2:18][CH3:19])=[O:16])[C:24]=1[C:25]1[CH:26]=[CH:27][C:28]2[O:33][CH2:32][CH2:31][CH2:30][C:29]=2[CH:34]=1, predict the reactants needed to synthesize it. The reactants are: [Br:1]N1C(=O)CCC1=O.[C:9]([O:13][CH:14]([C:20]1[C:24]([C:25]2[CH:26]=[CH:27][C:28]3[O:33][CH2:32][CH2:31][CH2:30][C:29]=3[CH:34]=2)=[CH:23][S:22][C:21]=1[CH3:35])[C:15]([O:17][CH2:18][CH3:19])=[O:16])([CH3:12])([CH3:11])[CH3:10].O. (4) Given the product [Cl:16][C:17]1[CH:18]=[CH:19][C:20]([CH2:29][NH:30][C:31](=[O:36])[C:32]([CH3:35])([CH3:34])[CH3:33])=[C:21]([F:28])[C:22]=1[C:23]1[NH:25][C:26](=[O:27])[N:7]([CH:1]2[CH2:6][CH2:5][CH2:4][CH2:3][CH2:2]2)[N:8]=1, predict the reactants needed to synthesize it. The reactants are: [CH:1]1([NH:7][NH:8]C(OC(C)(C)C)=O)[CH2:6][CH2:5][CH2:4][CH2:3][CH2:2]1.[Cl:16][C:17]1[C:22]([C:23]([N:25]=[C:26]=[O:27])=O)=[C:21]([F:28])[C:20]([CH2:29][NH:30][C:31](=[O:36])[C:32]([CH3:35])([CH3:34])[CH3:33])=[CH:19][CH:18]=1. (5) Given the product [Br:1][C:2]1[N:6]2[CH2:7][CH2:8][N:9]([C:11]([O:13][C:14]([CH3:15])([CH3:16])[CH3:17])=[O:12])[CH2:10][C:5]2=[C:4]([C:18](=[O:20])[NH:25][C@@H:24]([C:26]([CH3:29])([CH3:28])[CH3:27])[C:23]([NH:22][CH3:21])=[O:30])[N:3]=1, predict the reactants needed to synthesize it. The reactants are: [Br:1][C:2]1[N:6]2[CH2:7][CH2:8][N:9]([C:11]([O:13][C:14]([CH3:17])([CH3:16])[CH3:15])=[O:12])[CH2:10][C:5]2=[C:4]([C:18]([OH:20])=O)[N:3]=1.[CH3:21][NH:22][C:23](=[O:30])[C@H:24]([C:26]([CH3:29])([CH3:28])[CH3:27])[NH2:25].CCN(C(C)C)C(C)C.CN(C(ON1N=NC2C=CC=CC1=2)=[N+](C)C)C.F[P-](F)(F)(F)(F)F. (6) Given the product [Br:1][C:2]1[C:6](=[O:7])[N:5]([C:8]2[CH:13]=[CH:12][CH:11]=[CH:10][CH:9]=2)[N:4]([CH3:14])[C:3]=1[CH2:15][N:16]1[CH2:32][CH2:31][C:19]2([N:23]([C:24]3[CH:25]=[CH:26][CH:27]=[CH:28][CH:29]=3)[CH2:22][N:21]([CH2:36][C:37]3[CH:42]=[CH:41][C:40]([F:43])=[CH:39][CH:38]=3)[C:20]2=[O:30])[CH2:18][CH2:17]1, predict the reactants needed to synthesize it. The reactants are: [Br:1][C:2]1[C:6](=[O:7])[N:5]([C:8]2[CH:13]=[CH:12][CH:11]=[CH:10][CH:9]=2)[N:4]([CH3:14])[C:3]=1[CH2:15][N:16]1[CH2:32][CH2:31][C:19]2([N:23]([C:24]3[CH:29]=[CH:28][CH:27]=[CH:26][CH:25]=3)[CH2:22][NH:21][C:20]2=[O:30])[CH2:18][CH2:17]1.[H-].[Na+].Br[CH2:36][C:37]1[CH:42]=[CH:41][C:40]([F:43])=[CH:39][CH:38]=1. (7) Given the product [CH:35]1([C:38]([N:22]2[CH2:21][CH2:20][CH:19]([CH2:18][C:13]3[N:14]([CH3:17])[C:15]4[C:11]([N:12]=3)=[C:10]([N:25]3[CH2:26][CH2:27][O:28][CH2:29][CH2:30]3)[N:9]=[C:8]([N:7]3[C:6]5[CH:31]=[CH:32][CH:33]=[CH:34][C:5]=5[N:4]=[C:3]3[CH2:1][CH3:2])[N:16]=4)[CH2:24][CH2:23]2)=[O:39])[CH2:37][CH2:36]1, predict the reactants needed to synthesize it. The reactants are: [CH2:1]([C:3]1[N:7]([C:8]2[N:16]=[C:15]3[C:11]([N:12]=[C:13]([CH2:18][CH:19]4[CH2:24][CH2:23][NH:22][CH2:21][CH2:20]4)[N:14]3[CH3:17])=[C:10]([N:25]3[CH2:30][CH2:29][O:28][CH2:27][CH2:26]3)[N:9]=2)[C:6]2[CH:31]=[CH:32][CH:33]=[CH:34][C:5]=2[N:4]=1)[CH3:2].[CH:35]1([C:38](Cl)=[O:39])[CH2:37][CH2:36]1.CCN(CC)CC. (8) Given the product [CH3:26][C@:9]([C:17]([NH:19][CH2:20][C:21]([O:23][CH2:24][CH3:25])=[O:22])=[O:18])([CH2:10][C:11]1[CH:16]=[CH:15][CH:14]=[CH:13][CH:12]=1)[NH2:8], predict the reactants needed to synthesize it. The reactants are: C(OC([NH:8][C@@:9]([CH3:26])([C:17]([NH:19][CH2:20][C:21]([O:23][CH2:24][CH3:25])=[O:22])=[O:18])[CH2:10][C:11]1[CH:16]=[CH:15][CH:14]=[CH:13][CH:12]=1)=O)(C)(C)C. (9) Given the product [CH2:13]([C@H:12]1[CH2:11][O:10][C:9]([CH3:21])([CH3:20])[N:8]1[C:6](=[O:7])[CH2:5][C:22]1[CH:26]=[CH:25][N:24]([C:27]2[CH:28]=[CH:29][C:30]([C:33]3[CH:34]=[CH:35][CH:36]=[CH:37][CH:38]=3)=[CH:31][CH:32]=2)[CH:23]=1)[C:14]1[CH:19]=[CH:18][CH:17]=[CH:16][CH:15]=1, predict the reactants needed to synthesize it. The reactants are: C(O[CH:5]([C:22]1[CH:26]=[CH:25][N:24]([C:27]2[CH:32]=[CH:31][C:30]([C:33]3[CH:38]=[CH:37][CH:36]=[CH:35][CH:34]=3)=[CH:29][CH:28]=2)[CH:23]=1)[C:6]([N:8]1[C@@H:12]([CH2:13][C:14]2[CH:19]=[CH:18][CH:17]=[CH:16][CH:15]=2)[CH2:11][O:10][C:9]1([CH3:21])[CH3:20])=[O:7])(=O)C.C([O-])=O.[NH4+].CCOC(C)=O.C(Cl)Cl.